From a dataset of Forward reaction prediction with 1.9M reactions from USPTO patents (1976-2016). Predict the product of the given reaction. (1) Given the reactants [C:1](=O)([O-])[O-:2].[Na+].[Na+].[NH2:7][CH2:8][CH2:9][O:10][CH2:11][CH2:12][O:13][CH2:14][C:15]([OH:17])=[O:16].[OH:18][C:19]1([CH2:28][OH:29])[CH:24]([OH:25])[CH:23]([OH:26])[CH2:22][O:21]C1=O, predict the reaction product. The product is: [OH:29][CH:28]([CH:19]([OH:18])[CH:24]([OH:25])[CH:23]([OH:26])[CH2:22][OH:21])[C:1]([NH:7][CH2:8][CH2:9][O:10][CH2:11][CH2:12][O:13][CH2:14][C:15]([OH:17])=[O:16])=[O:2]. (2) Given the reactants [C@@H:1]1([C:9]([O:11]CC)=[O:10])[CH2:3][C@H:2]1[C:4]([O:6][CH2:7][CH3:8])=[O:5].[OH-].[Na+].Cl, predict the reaction product. The product is: [CH2:7]([O:6][C:4]([C@@H:2]1[CH2:3][C@H:1]1[C:9]([OH:11])=[O:10])=[O:5])[CH3:8]. (3) Given the reactants Cl[CH2:2][C:3]1[N:7]([CH2:8][C:9]2[CH:14]=[CH:13][CH:12]=[CH:11][C:10]=2[CH3:15])[C:6]2[CH:16]=[CH:17][CH:18]=[CH:19][C:5]=2[N:4]=1.[CH2:20]([NH2:25])[CH2:21][CH:22]([CH3:24])[CH3:23], predict the reaction product. The product is: [CH3:15][C:10]1[CH:11]=[CH:12][CH:13]=[CH:14][C:9]=1[CH2:8][N:7]1[C:6]2[CH:16]=[CH:17][CH:18]=[CH:19][C:5]=2[N:4]=[C:3]1[CH2:2][NH:25][CH2:20][CH2:21][CH:22]([CH3:24])[CH3:23]. (4) The product is: [Cl:24][C:19]1[CH:18]=[C:17]([C:11]2([C:13]([F:16])([F:15])[F:14])[O:10][N:9]=[C:8]([C:5]3[CH:6]=[CH:7][C:2]([C:29](=[O:30])[CH3:28])=[C:3]([CH3:25])[CH:4]=3)[CH2:12]2)[CH:22]=[C:21]([Cl:23])[CH:20]=1. Given the reactants Br[C:2]1[CH:7]=[CH:6][C:5]([C:8]2[CH2:12][C:11]([C:17]3[CH:22]=[C:21]([Cl:23])[CH:20]=[C:19]([Cl:24])[CH:18]=3)([C:13]([F:16])([F:15])[F:14])[O:10][N:9]=2)=[CH:4][C:3]=1[CH3:25].C(O)C[CH2:28][CH2:29][OH:30].C(OC=C)=C.C1(NC2CCCCC2)CCCCC1.C(O)CCC, predict the reaction product. (5) Given the reactants [CH3:1][C:2]([O:5][C:6]([N:8]1[CH2:12][CH2:11][CH2:10][C@H:9]1[CH2:13][C:14](O)=[O:15])=[O:7])([CH3:4])[CH3:3].B.O1CCCC1.CO.C(O)(=O)C, predict the reaction product. The product is: [OH:15][CH2:14][CH2:13][C@@H:9]1[CH2:10][CH2:11][CH2:12][N:8]1[C:6]([O:5][C:2]([CH3:4])([CH3:3])[CH3:1])=[O:7]. (6) Given the reactants [CH:1]([O:14][C:15]([C:17]1([O:20]/[N:21]=[C:22](/[C:26]2[N:27]=[C:28]([NH:31][C:32]([O:34][C:35]([CH3:38])([CH3:37])[CH3:36])=[O:33])[S:29][CH:30]=2)\[C:23](O)=[O:24])[CH2:19][CH2:18]1)=[O:16])([C:8]1[CH:13]=[CH:12][CH:11]=[CH:10][CH:9]=1)[C:2]1[CH:7]=[CH:6][CH:5]=[CH:4][CH:3]=1.CCN(C(C)C)C(C)C.CN(C(ON1N=NC2C=CC=NC1=2)=[N+](C)C)C.F[P-](F)(F)(F)(F)F.[NH2:72][C@@H:73]1[C:76](=[O:77])[NH:75][C@@H:74]1[CH2:78][N:79]1[N:83]=[C:82]([C@@H:84]([NH:95][C:96](=[O:102])[O:97][C:98]([CH3:101])([CH3:100])[CH3:99])[CH2:85][CH2:86][NH:87][C:88](=[O:94])[O:89][C:90]([CH3:93])([CH3:92])[CH3:91])[CH:81]=[N:80]1, predict the reaction product. The product is: [C:35]([O:34][C:32]([NH:31][C:28]1[S:29][CH:30]=[C:26](/[C:22](=[N:21]/[O:20][C:17]2([C:15]([O:14][CH:1]([C:8]3[CH:13]=[CH:12][CH:11]=[CH:10][CH:9]=3)[C:2]3[CH:3]=[CH:4][CH:5]=[CH:6][CH:7]=3)=[O:16])[CH2:18][CH2:19]2)/[C:23](=[O:24])[NH:72][C@H:73]2[C@@H:74]([CH2:78][N:79]3[N:83]=[C:82]([C@H:84]([CH2:85][CH2:86][NH:87][C:88](=[O:94])[O:89][C:90]([CH3:93])([CH3:91])[CH3:92])[NH:95][C:96](=[O:102])[O:97][C:98]([CH3:101])([CH3:100])[CH3:99])[CH:81]=[N:80]3)[NH:75][C:76]2=[O:77])[N:27]=1)=[O:33])([CH3:38])([CH3:36])[CH3:37]. (7) Given the reactants [NH2:1][CH:2]1[CH2:7][CH2:6][N:5]([CH2:8][CH2:9][N:10]2[C:19]3[C:14](=[CH:15][CH:16]=[C:17]([O:20][CH3:21])[CH:18]=3)[N:13]=[CH:12][C:11]2=[O:22])[CH2:4][CH2:3]1.[F:23][C:24]1([F:35])[O:28][C:27]2[CH:29]=[CH:30][C:31]([CH:33]=O)=[CH:32][C:26]=2[O:25]1.C(O[BH-](OC(=O)C)OC(=O)C)(=O)C.[Na+].C(=O)([O-])O.[Na+], predict the reaction product. The product is: [F:35][C:24]1([F:23])[O:28][C:27]2[CH:29]=[CH:30][C:31]([CH2:33][NH:1][CH:2]3[CH2:3][CH2:4][N:5]([CH2:8][CH2:9][N:10]4[C:19]5[C:14](=[CH:15][CH:16]=[C:17]([O:20][CH3:21])[CH:18]=5)[N:13]=[CH:12][C:11]4=[O:22])[CH2:6][CH2:7]3)=[CH:32][C:26]=2[O:25]1. (8) Given the reactants [O:1]=[C:2]1[CH2:10][C:9]2[C:4](=[CH:5][C:6]([NH:11][C:12](=[O:19])[C:13]3[CH:18]=[CH:17][CH:16]=[CH:15][CH:14]=3)=[CH:7][CH:8]=2)[NH:3]1.[NH:20]1[CH:24]=[CH:23][CH:22]=[C:21]1[CH:25]=O, predict the reaction product. The product is: [O:1]=[C:2]1[C:10](=[CH:25][C:21]2[NH:20][CH:24]=[CH:23][CH:22]=2)[C:9]2[C:4](=[CH:5][C:6]([NH:11][C:12](=[O:19])[C:13]3[CH:14]=[CH:15][CH:16]=[CH:17][CH:18]=3)=[CH:7][CH:8]=2)[NH:3]1.